From a dataset of Reaction yield outcomes from USPTO patents with 853,638 reactions. Predict the reaction yield, written as a fraction of the theoretical maximum amount of product (1.0 means a 100% yield; for example, 0.34 means a 34% yield). (1) The reactants are [CH2:1]([N:8]([CH2:38][C:39]1[CH:44]=[CH:43][CH:42]=[CH:41][CH:40]=1)[C@@H:9]1[CH2:13][C@H:12]([C:14](=O)[CH2:15][NH:16][C:17]2[N:18]=[C:19]3[CH:25]=[CH:24][N:23](S(C4C=CC(C)=CC=4)(=O)=O)[C:20]3=[N:21][CH:22]=2)[C@H:11]([CH3:37])[CH2:10]1)[C:2]1[CH:7]=[CH:6][CH:5]=[CH:4][CH:3]=1.C(O)(C(F)(F)F)=O.C(OC(C(F)(F)F)=O)(C(F)(F)F)=O.[OH-].[Na+].CC1CCCO1. The catalyst is C(#N)C.[Cl-].[Na+].O. The product is [CH2:1]([N:8]([CH2:38][C:39]1[CH:40]=[CH:41][CH:42]=[CH:43][CH:44]=1)[C@H:9]1[CH2:10][C@@H:11]([CH3:37])[C@@H:12]([C:14]2[N:18]3[C:19]4[CH:25]=[CH:24][NH:23][C:20]=4[N:21]=[CH:22][C:17]3=[N:16][CH:15]=2)[CH2:13]1)[C:2]1[CH:3]=[CH:4][CH:5]=[CH:6][CH:7]=1. The yield is 0.670. (2) The reactants are Br[C:2]1[CH:22]=[C:21]([CH3:23])[CH:20]=[CH:19][C:3]=1[O:4][C:5]1[C:14]2[C:9](=[CH:10][C:11]([O:17][CH3:18])=[C:12]([O:15][CH3:16])[CH:13]=2)[N:8]=[CH:7][CH:6]=1.C([Li])CCC.CCCCCC.[CH:35]1([CH2:40][CH2:41][C:42](Cl)=[O:43])[CH2:39][CH2:38][CH2:37][CH2:36]1.O. The catalyst is O1CCCC1. The product is [CH:35]1([CH2:40][CH2:41][C:42]([C:2]2[CH:22]=[C:21]([CH3:23])[CH:20]=[CH:19][C:3]=2[O:4][C:5]2[C:14]3[C:9](=[CH:10][C:11]([O:17][CH3:18])=[C:12]([O:15][CH3:16])[CH:13]=3)[N:8]=[CH:7][CH:6]=2)=[O:43])[CH2:39][CH2:38][CH2:37][CH2:36]1. The yield is 0.0800. (3) The reactants are [C:1]1([C:7](=O)[CH2:8][C:9]2[CH:14]=[CH:13][CH:12]=[CH:11][CH:10]=2)[CH:6]=[CH:5][CH:4]=[CH:3][CH:2]=1.[CH:16]([C:18]1[CH:19]=[CH:20][C:21]([OH:27])=[C:22]([CH:26]=1)[C:23]([OH:25])=[O:24])=O.[NH2:28][C:29]([NH2:31])=[O:30].Cl. The catalyst is CCO. The product is [OH:27][C:21]1[CH:20]=[CH:19][C:18]([CH:16]2[C:8]([C:9]3[CH:14]=[CH:13][CH:12]=[CH:11][CH:10]=3)=[C:7]([C:1]3[CH:6]=[CH:5][CH:4]=[CH:3][CH:2]=3)[NH:31][C:29](=[O:30])[NH:28]2)=[CH:26][C:22]=1[C:23]([OH:25])=[O:24]. The yield is 0.102. (4) The reactants are [C:1]([O:5][C:6]([NH:8][C@@H:9]([CH3:14])[C:10]([O:12][CH3:13])=[O:11])=[O:7])([CH3:4])([CH3:3])[CH3:2].[H-].[Na+].[CH2:17](I)[CH3:18]. The catalyst is C1COCC1. The product is [C:1]([O:5][C:6]([N:8]([CH2:17][CH3:18])[C@@H:9]([CH3:14])[C:10]([O:12][CH3:13])=[O:11])=[O:7])([CH3:4])([CH3:3])[CH3:2]. The yield is 0.390. (5) The reactants are [CH3:1][O:2][C:3]1[CH:4]=[C:5]2[C:10](=[CH:11][C:12]=1[O:13][CH3:14])[N:9]=[CH:8][CH:7]=[C:6]2[O:15][C:16]1[CH:21]=[CH:20][C:19]([OH:22])=[CH:18][CH:17]=1.C(N(CC)CC)C.[C:30]([C:34]1[CH:39]=[CH:38][C:37](OB=O)=[CH:36][CH:35]=1)([CH3:33])([CH3:32])[CH3:31]. The catalyst is C(Cl)(Cl)Cl.C([O-])(=O)C.[Cu+2].C([O-])(=O)C. The product is [C:30]([C:34]1[CH:39]=[CH:38][C:37]([O:22][C:19]2[CH:18]=[CH:17][C:16]([O:15][C:6]3[C:5]4[C:10](=[CH:11][C:12]([O:13][CH3:14])=[C:3]([O:2][CH3:1])[CH:4]=4)[N:9]=[CH:8][CH:7]=3)=[CH:21][CH:20]=2)=[CH:36][CH:35]=1)([CH3:33])([CH3:32])[CH3:31]. The yield is 0.580. (6) The reactants are [N:1]1[CH:6]=[C:5]([CH:7]=O)[CH:4]=[N:3][CH:2]=1.[Cl:9][C:10]1[CH:11]=[C:12]([NH:17][C:18]2[N:22]=[C:21]([NH2:23])[NH:20][N:19]=2)[CH:13]=[C:14]([Cl:16])[CH:15]=1.ClC1C=C(N=C=S)C=C(Cl)C=1C#N. The catalyst is O. The product is [Cl:9][C:10]1[CH:11]=[C:12]([NH:17][C:18]2[N:22]=[C:21]([NH:23][CH2:7][C:5]3[CH:6]=[N:1][CH:2]=[N:3][CH:4]=3)[NH:20][N:19]=2)[CH:13]=[C:14]([Cl:16])[CH:15]=1. The yield is 0.762. (7) The catalyst is CN(C=O)C.C(Cl)Cl.CCOCC.O. The reactants are [CH3:1][NH:2][CH2:3][C:4]1[C:8]2[CH:9]=[CH:10][CH:11]=[CH:12][C:7]=2[O:6][C:5]=1[CH3:13].[ClH:14].[O:15]1[CH2:20][CH2:19][NH:18][C:17]2[N:21]=[CH:22][C:23]([CH:25]=[CH:26][C:27]([OH:29])=O)=[CH:24][C:16]1=2.ON1C2C=CC=CC=2N=N1.C(N(C(C)C)CC)(C)C.CN(C)CCCN=C=NCC.Cl. The yield is 0.390. The product is [ClH:14].[O:15]1[CH2:20][CH2:19][NH:18][C:17]2[N:21]=[CH:22][C:23](/[CH:25]=[CH:26]/[C:27]([N:2]([CH3:1])[CH2:3][C:4]3[C:8]4[CH:9]=[CH:10][CH:11]=[CH:12][C:7]=4[O:6][C:5]=3[CH3:13])=[O:29])=[CH:24][C:16]1=2.